Dataset: Forward reaction prediction with 1.9M reactions from USPTO patents (1976-2016). Task: Predict the product of the given reaction. (1) Given the reactants Cl[C:2]1[CH:3]=[C:4]([NH:21][C:22]2[CH:26]=[CH:25][O:24][N:23]=2)[C:5]2[N:6]([C:8]([C:11]([NH:13][C:14]3[CH:19]=[CH:18][N:17]=[CH:16][C:15]=3[F:20])=[O:12])=[CH:9][N:10]=2)[N:7]=1.[NH2:27][C@H:28]1[CH2:33][CH2:32][C@H:31]([OH:34])[CH2:30][CH2:29]1, predict the reaction product. The product is: [F:20][C:15]1[CH:16]=[N:17][CH:18]=[CH:19][C:14]=1[NH:13][C:11]([C:8]1[N:6]2[N:7]=[C:2]([NH:27][C@H:28]3[CH2:33][CH2:32][C@H:31]([OH:34])[CH2:30][CH2:29]3)[CH:3]=[C:4]([NH:21][C:22]3[CH:26]=[CH:25][O:24][N:23]=3)[C:5]2=[N:10][CH:9]=1)=[O:12]. (2) Given the reactants [CH2:1]([N:3]([C:12]([C:14]1[NH:18][N:17]=[N:16][N:15]=1)=[O:13])[NH:4]C(OC(C)(C)C)=O)[CH3:2], predict the reaction product. The product is: [CH2:1]([N:3]([C:12]([C:14]1[NH:18][N:17]=[N:16][N:15]=1)=[O:13])[NH2:4])[CH3:2]. (3) The product is: [F:1][C:2]1[CH:3]=[C:4]([CH:9]2[C:14]3[O:15][C:19](=[O:20])[NH:18][C:16](=[O:17])[C:13]=3[CH2:12][O:11][CH2:10]2)[CH:5]=[C:6]([F:8])[CH:7]=1. Given the reactants [F:1][C:2]1[CH:3]=[C:4]([CH:9]2[C:14](=[O:15])[CH2:13][CH2:12][O:11][CH2:10]2)[CH:5]=[C:6]([F:8])[CH:7]=1.[C:16](Cl)([N:18]=[C:19]=[O:20])=[O:17], predict the reaction product. (4) Given the reactants CC(C)([O-])C.[Na+].[O:7]=[C:8]1[CH2:13][CH2:12][N:11]([C:14]([O:16][C:17]([CH3:20])([CH3:19])[CH3:18])=[O:15])[CH2:10][CH2:9]1.C([O:27][C:28]1[CH:33]=[CH:32][C:31](Br)=[C:30]([CH3:35])[CH:29]=1)(=O)C(C)(C)C, predict the reaction product. The product is: [OH:27][C:28]1[CH:33]=[CH:32][C:31]([CH:13]2[C:8](=[O:7])[CH2:9][CH2:10][N:11]([C:14]([O:16][C:17]([CH3:20])([CH3:19])[CH3:18])=[O:15])[CH2:12]2)=[C:30]([CH3:35])[CH:29]=1. (5) The product is: [C:9]1([CH:2]([NH:1][S:22]([C:19]2[CH:20]=[CH:21][C:16]([Cl:15])=[C:17]([N+:26]([O-:28])=[O:27])[CH:18]=2)(=[O:23])=[O:24])[C:3]2[CH:8]=[CH:7][CH:6]=[CH:5][CH:4]=2)[CH:14]=[CH:13][CH:12]=[CH:11][CH:10]=1. Given the reactants [NH2:1][CH:2]([C:9]1[CH:14]=[CH:13][CH:12]=[CH:11][CH:10]=1)[C:3]1[CH:8]=[CH:7][CH:6]=[CH:5][CH:4]=1.[Cl:15][C:16]1[CH:21]=[CH:20][C:19]([S:22](Cl)(=[O:24])=[O:23])=[CH:18][C:17]=1[N+:26]([O-:28])=[O:27].C(N(CC)CC)C, predict the reaction product. (6) Given the reactants [CH3:1][C:2]1([C:7]2[O:11][C:10]([CH2:12][N:13]3[CH:17]=[CH:16][C:15]([NH2:18])=[N:14]3)=[CH:9][CH:8]=2)[O:6]CCO1.[Cl:19][C:20]1[CH:25]=[C:24]([Cl:26])[CH:23]=[CH:22][C:21]=1/[CH:27]=[CH:28]/[C:29](O)=[O:30], predict the reaction product. The product is: [C:2]([C:7]1[O:11][C:10]([CH2:12][N:13]2[CH:17]=[CH:16][C:15]([NH:18][C:29](=[O:30])/[CH:28]=[CH:27]/[C:21]3[CH:22]=[CH:23][C:24]([Cl:26])=[CH:25][C:20]=3[Cl:19])=[N:14]2)=[CH:9][CH:8]=1)(=[O:6])[CH3:1].